This data is from Reaction yield outcomes from USPTO patents with 853,638 reactions. The task is: Predict the reaction yield, written as a fraction of the theoretical maximum amount of product (1.0 means a 100% yield; for example, 0.34 means a 34% yield). (1) The reactants are C(OC(OCC)[N:5]1[CH:9]=[CH:8][N:7]=[CH:6]1)C.C([Li])CCC.CON(C)[C:21]([CH:23]1[C:32]2[C:27](=[CH:28][CH:29]=[CH:30][CH:31]=2)[N:26]([S:33]([C:36]2[CH:41]=[CH:40][C:39]([CH3:42])=[CH:38][CH:37]=2)(=[O:35])=[O:34])[CH2:25][CH2:24]1)=[O:22]. The catalyst is O1CCCC1.CCCCCC. The product is [NH:7]1[CH:8]=[CH:9][N:5]=[C:6]1[C:21]([CH:23]1[C:32]2[C:27](=[CH:28][CH:29]=[CH:30][CH:31]=2)[N:26]([S:33]([C:36]2[CH:37]=[CH:38][C:39]([CH3:42])=[CH:40][CH:41]=2)(=[O:35])=[O:34])[CH2:25][CH2:24]1)=[O:22]. The yield is 0.520. (2) The reactants are [Br:1][CH2:2][C@@H:3]([C:5]1[CH:10]=[CH:9][C:8]([O:11][CH2:12][C:13]2[CH:18]=[CH:17][CH:16]=[CH:15][CH:14]=2)=[C:7]([NH:19][CH:20]=[O:21])[CH:6]=1)[OH:4].N1C=CN=C1.[Si:27](Cl)([C:30]([CH3:33])([CH3:32])[CH3:31])([CH3:29])[CH3:28]. The catalyst is CN(C)C=O.C(OC(C)C)(=O)C. The product is [CH2:12]([O:11][C:8]1[CH:9]=[CH:10][C:5]([C@@H:3]([O:4][Si:27]([C:30]([CH3:33])([CH3:32])[CH3:31])([CH3:29])[CH3:28])[CH2:2][Br:1])=[CH:6][C:7]=1[NH:19][CH:20]=[O:21])[C:13]1[CH:14]=[CH:15][CH:16]=[CH:17][CH:18]=1. The yield is 0.680. (3) The reactants are [CH2:1]([N:3]1[CH:7]=[C:6]([C:8]2[CH:13]=[CH:12][N:11]=[C:10]3[NH:14][CH:15]=[CH:16][C:9]=23)[C:5]([C:17]2[CH:23]=[CH:22][C:20]([NH2:21])=[CH:19][CH:18]=2)=[N:4]1)[CH3:2].N1C=CC=CC=1.[CH:30]([N:33]=[C:34]=[O:35])([CH3:32])[CH3:31].O. The catalyst is ClCCl. The product is [CH2:1]([N:3]1[CH:7]=[C:6]([C:8]2[CH:13]=[CH:12][N:11]=[C:10]3[NH:14][CH:15]=[CH:16][C:9]=23)[C:5]([C:17]2[CH:23]=[CH:22][C:20]([NH:21][C:34]([NH:33][CH:30]([CH3:32])[CH3:31])=[O:35])=[CH:19][CH:18]=2)=[N:4]1)[CH3:2]. The yield is 0.450. (4) The catalyst is C1COCC1. The reactants are [CH:1]1[CH:6]=[CH:5][C:4]([O:7][C:8]2[CH:13]=[CH:12][C:11](Br)=[CH:10][CH:9]=2)=[CH:3][CH:2]=1.C([Li])CCC.[CH:20](=[O:27])[C:21]1[CH:26]=[CH:25][CH:24]=[CH:23][CH:22]=1. The product is [O:7]([C:8]1[CH:13]=[CH:12][C:11]([CH:20]([C:21]2[CH:26]=[CH:25][CH:24]=[CH:23][CH:22]=2)[OH:27])=[CH:10][CH:9]=1)[C:4]1[CH:5]=[CH:6][CH:1]=[CH:2][CH:3]=1. The yield is 0.970. (5) The reactants are [N:1]([C:4]1[CH:11]=[CH:10][C:7]([C:8]#[N:9])=[C:6]([C:12]([F:15])([F:14])[F:13])[CH:5]=1)=[C:2]=[S:3].C(Cl)(Cl)Cl.C1(O)C=CC=CC=1.[F:27][C:28]1[CH:29]=[C:30]([NH:38][C:39]([CH3:44])([CH3:43])[C:40](O)=[O:41])[CH:31]=[CH:32][C:33]=1[C:34](=[O:37])[NH:35][CH3:36]. The catalyst is C(O)(C)C.C(N(CC)CC)C. The product is [CH3:43][C:39]1([CH3:44])[N:38]([C:30]2[CH:31]=[CH:32][C:33]([C:34]([NH:35][CH3:36])=[O:37])=[C:28]([F:27])[CH:29]=2)[C:2](=[S:3])[N:1]([C:4]2[CH:11]=[CH:10][C:7]([C:8]#[N:9])=[C:6]([C:12]([F:13])([F:15])[F:14])[CH:5]=2)[C:40]1=[O:41]. The yield is 0.818. (6) The reactants are [Cl:1][C:2]1[CH:28]=[CH:27][C:5]([CH2:6][S:7][C@@H:8]2[CH2:13][O:12][C@@H:11](/[C:14](/[CH3:26])=[CH:15]/[C:16]3[CH:21]=[CH:20][C:19]([C:22]([F:25])([F:24])[F:23])=[CH:18][CH:17]=3)[O:10][CH2:9]2)=[CH:4][CH:3]=1.ClC1C=CC=C(C(OO)=[O:37])C=1. The catalyst is C(Cl)Cl. The product is [Cl:1][C:2]1[CH:3]=[CH:4][C:5]([CH2:6][S:7]([C@@H:8]2[CH2:9][O:10][C@@H:11](/[C:14](/[CH3:26])=[CH:15]/[C:16]3[CH:21]=[CH:20][C:19]([C:22]([F:24])([F:23])[F:25])=[CH:18][CH:17]=3)[O:12][CH2:13]2)=[O:37])=[CH:27][CH:28]=1. The yield is 0.830.